Dataset: Forward reaction prediction with 1.9M reactions from USPTO patents (1976-2016). Task: Predict the product of the given reaction. Given the reactants [C:1]([O:5][C:6]([N:8]1[CH2:13][CH2:12][N:11]([C:14]([C:16]2[CH:20]=[C:19]([CH3:21])[N:18]([C:22]3[CH:27]=[CH:26][CH:25]=[CH:24][CH:23]=3)[C:17]=2[C:28]2[CH:33]=[CH:32][CH:31]=[CH:30][CH:29]=2)=[O:15])[C@H:10]([CH2:34][C:35]2[CH:45]=[CH:44][C:38]([O:39][CH2:40][C:41]([OH:43])=[O:42])=[CH:37][CH:36]=2)[CH2:9]1)=[O:7])([CH3:4])([CH3:3])[CH3:2].O[CH2:47][C:48]1[O:49][C:50](=[O:54])[O:51][C:52]=1[CH3:53].C1(C)C=CC(S(Cl)(=O)=O)=CC=1.C(=O)([O-])[O-].[K+].[K+].C(O)(=O)CC(CC(O)=O)(C(O)=O)O, predict the reaction product. The product is: [CH3:21][C:19]1[N:18]([C:22]2[CH:27]=[CH:26][CH:25]=[CH:24][CH:23]=2)[C:17]([C:28]2[CH:29]=[CH:30][CH:31]=[CH:32][CH:33]=2)=[C:16]([C:14]([N:11]2[CH2:12][CH2:13][N:8]([C:6]([O:5][C:1]([CH3:4])([CH3:2])[CH3:3])=[O:7])[CH2:9][C@H:10]2[CH2:34][C:35]2[CH:36]=[CH:37][C:38]([O:39][CH2:40][C:41]([O:43][CH2:47][C:48]3[O:49][C:50](=[O:54])[O:51][C:52]=3[CH3:53])=[O:42])=[CH:44][CH:45]=2)=[O:15])[CH:20]=1.